From a dataset of Full USPTO retrosynthesis dataset with 1.9M reactions from patents (1976-2016). Predict the reactants needed to synthesize the given product. (1) The reactants are: [Cl:1][C:2]1[C:3]([CH3:38])=[C:4]([CH:35]=[CH:36][CH:37]=1)[O:5][C:6]1[C:7]([C:23]([NH:25]CC2C=CC(OC)=CC=2)=[O:24])=[C:8]([NH:14][C:15]2[CH:20]=[CH:19][C:18]([I:21])=[CH:17][C:16]=2[F:22])[N:9]([CH3:13])[C:10](=[O:12])[CH:11]=1.[Cl-].[Al+3].[Cl-].[Cl-]. Given the product [Cl:1][C:2]1[C:3]([CH3:38])=[C:4]([CH:35]=[CH:36][CH:37]=1)[O:5][C:6]1[C:7]([C:23]([NH2:25])=[O:24])=[C:8]([NH:14][C:15]2[CH:20]=[CH:19][C:18]([I:21])=[CH:17][C:16]=2[F:22])[N:9]([CH3:13])[C:10](=[O:12])[CH:11]=1, predict the reactants needed to synthesize it. (2) The reactants are: [NH:1]1[CH2:4][CH:3]([C:5]2[NH:9][N:8]=[C:7]([C:10]3[CH:15]=[CH:14][CH:13]=[C:12]([CH3:16])[N:11]=3)[N:6]=2)[CH2:2]1.[CH3:17][C:18]1[N:19]=[C:20]2[N:25]=[C:24]([C:26]3[CH:33]=[CH:32][C:29]([CH:30]=O)=[CH:28][CH:27]=3)[C:23]([C:34]3[CH:39]=[CH:38][CH:37]=[CH:36][CH:35]=3)=[C:22]([NH:40][CH:41]([CH3:43])[CH3:42])[N:21]2[CH:44]=1. Given the product [CH:41]([NH:40][C:22]1[N:21]2[CH:44]=[C:18]([CH3:17])[N:19]=[C:20]2[N:25]=[C:24]([C:26]2[CH:33]=[CH:32][C:29]([CH2:30][N:1]3[CH2:4][CH:3]([C:5]4[N:6]=[C:7]([C:10]5[CH:15]=[CH:14][CH:13]=[C:12]([CH3:16])[N:11]=5)[NH:8][N:9]=4)[CH2:2]3)=[CH:28][CH:27]=2)[C:23]=1[C:34]1[CH:35]=[CH:36][CH:37]=[CH:38][CH:39]=1)([CH3:43])[CH3:42], predict the reactants needed to synthesize it. (3) Given the product [C:13]([O:21][CH2:2][C:3]1[C:8]([Cl:9])=[C:7]([F:10])[N:6]=[C:5]([F:11])[C:4]=1[Cl:12])(=[O:20])[C:14]1[CH:19]=[CH:18][CH:17]=[CH:16][CH:15]=1, predict the reactants needed to synthesize it. The reactants are: Br[CH2:2][C:3]1[C:8]([Cl:9])=[C:7]([F:10])[N:6]=[C:5]([F:11])[C:4]=1[Cl:12].[C:13]([O-:21])(=[O:20])[C:14]1[CH:19]=[CH:18][CH:17]=[CH:16][CH:15]=1.[Na+]. (4) Given the product [O:20]=[C:17]1[N:16]([C:21]2([C:24]#[N:25])[CH2:23][CH2:22]2)[CH2:15][C:14]2([CH2:26][CH2:27][N:11]([S:8]([C:5]3[CH:6]=[CH:7][C:2]([C:36]4[CH:45]=[C:44]5[C:39]([CH:40]=[CH:41][CH:42]=[N:43]5)=[CH:38][CH:37]=4)=[CH:3][CH:4]=3)(=[O:10])=[O:9])[CH2:12][CH2:13]2)[O:19][CH2:18]1, predict the reactants needed to synthesize it. The reactants are: Br[C:2]1[CH:7]=[CH:6][C:5]([S:8]([N:11]2[CH2:27][CH2:26][C:14]3([O:19][CH2:18][C:17](=[O:20])[N:16]([C:21]4([C:24]#[N:25])[CH2:23][CH2:22]4)[CH2:15]3)[CH2:13][CH2:12]2)(=[O:10])=[O:9])=[CH:4][CH:3]=1.CC1(C)C(C)(C)OB([C:36]2[CH:45]=[C:44]3[C:39]([CH:40]=[CH:41][CH:42]=[N:43]3)=[CH:38][CH:37]=2)O1.C(=O)([O-])[O-].[K+].[K+].C(#N)C. (5) Given the product [OH:39][C:37]1[CH:38]=[C:33]([NH:32][CH:2]=[C:3]2[C:11]3[C:6](=[CH:7][CH:8]=[C:9]([C:12]([C:14]4[CH:15]=[CH:16][C:17]([NH:20][C:21]([C:23]5[N:24]([CH2:29][CH3:30])[N:25]=[C:26]([CH3:28])[CH:27]=5)=[O:22])=[CH:18][CH:19]=4)=[O:13])[CH:10]=3)[NH:5][C:4]2=[O:31])[CH:34]=[CH:35][C:36]=1[CH3:42], predict the reactants needed to synthesize it. The reactants are: O[CH:2]=[C:3]1[C:11]2[C:6](=[CH:7][CH:8]=[C:9]([C:12]([C:14]3[CH:19]=[CH:18][C:17]([NH:20][C:21]([C:23]4[N:24]([CH2:29][CH3:30])[N:25]=[C:26]([CH3:28])[CH:27]=4)=[O:22])=[CH:16][CH:15]=3)=[O:13])[CH:10]=2)[NH:5][C:4]1=[O:31].[NH2:32][C:33]1[CH:34]=[CH:35][C:36](OC)=[C:37]([OH:39])[CH:38]=1.[CH2:42]1COCC1. (6) Given the product [Cl:24][C:25]1[CH:30]=[C:29]([NH:31][C:32]([N:7]2[CH2:8][CH2:9][N:4]([CH2:3][C@@H:2]([OH:1])[CH2:12][C:13]([N:15]3[CH2:22][CH2:21][C:18]4([CH2:19][CH2:20]4)[C@H:17]([OH:23])[CH2:16]3)=[O:14])[C:5](=[O:11])[C@@H:6]2[CH3:10])=[O:33])[CH:28]=[CH:27][C:26]=1[C:34]([F:37])([F:36])[F:35], predict the reactants needed to synthesize it. The reactants are: [OH:1][C@@H:2]([CH2:12][C:13]([N:15]1[CH2:22][CH2:21][C:18]2([CH2:20][CH2:19]2)[C@H:17]([OH:23])[CH2:16]1)=[O:14])[CH2:3][N:4]1[CH2:9][CH2:8][NH:7][C@@H:6]([CH3:10])[C:5]1=[O:11].[Cl:24][C:25]1[CH:30]=[C:29]([N:31]=[C:32]=[O:33])[CH:28]=[CH:27][C:26]=1[C:34]([F:37])([F:36])[F:35]. (7) Given the product [CH3:7][O:8][C:9]([C:11]1[C:19]2[C:14](=[CH:15][CH:16]=[C:17]([CH3:20])[CH:18]=2)[N:13]([C:22]2[C:31]3[C:26](=[CH:27][CH:28]=[CH:29][CH:30]=3)[N:25]=[CH:24][CH:23]=2)[CH:12]=1)=[O:10], predict the reactants needed to synthesize it. The reactants are: C(=O)([O-])[O-].[K+].[K+].[CH3:7][O:8][C:9]([C:11]1[C:19]2[C:14](=[CH:15][CH:16]=[C:17]([CH3:20])[CH:18]=2)[NH:13][CH:12]=1)=[O:10].Cl[C:22]1[C:31]2[C:26](=[CH:27][CH:28]=[CH:29][CH:30]=2)[N:25]=[CH:24][CH:23]=1. (8) Given the product [CH:1]1([C:7]2[C:15]3[CH:14]=[CH:13][C:12]([C:16]([O:18][CH3:19])=[O:17])=[CH:11][C:10]=3[N:9]3[C:8]=2[C:20]2[CH:25]=[CH:24][CH:23]=[CH:22][C:21]=2[O:26][CH2:33][C:31](=[CH2:30])[CH2:32]3)[CH2:6][CH2:5][CH2:4][CH2:3][CH2:2]1, predict the reactants needed to synthesize it. The reactants are: [CH:1]1([C:7]2[C:15]3[C:10](=[CH:11][C:12]([C:16]([O:18][CH3:19])=[O:17])=[CH:13][CH:14]=3)[NH:9][C:8]=2[C:20]2[CH:25]=[CH:24][CH:23]=[CH:22][C:21]=2[OH:26])[CH2:6][CH2:5][CH2:4][CH2:3][CH2:2]1.[H-].[Na+].Cl[CH2:30][C:31]([CH2:33]Cl)=[CH2:32]. (9) Given the product [Br:8][C:9]1[CH:14]=[CH:13][C:12]([C:15]2[N:19]=[C:18]([NH:22][C:23]3([C:27]([O:29][CH2:30][CH3:31])=[O:28])[CH2:26][CH2:25][CH2:24]3)[S:17][CH:16]=2)=[CH:11][CH:10]=1, predict the reactants needed to synthesize it. The reactants are: C(N(CC)CC)C.[Br:8][C:9]1[CH:14]=[CH:13][C:12]([C:15](=O)[CH2:16][S:17][C:18]#[N:19])=[CH:11][CH:10]=1.Cl.[NH2:22][C:23]1([C:27]([O:29][CH2:30][CH3:31])=[O:28])[CH2:26][CH2:25][CH2:24]1. (10) Given the product [C:1]([S:5][C:6]1[C:14]2[C:9](=[CH:10][CH:11]=[C:12]([O:15][CH2:16][C:17]3[CH:22]=[CH:21][C:20]([CH3:23])=[CH:19][N:18]=3)[CH:13]=2)[N:8]([CH3:24])[C:7]=1[CH:25]([CH2:29][C:30]1[CH:31]=[CH:32][C:33]([C:36]2[CH:41]=[CH:40][C:39]([C:42]([F:44])([F:43])[F:45])=[CH:38][N:37]=2)=[CH:34][CH:35]=1)[C:26]([NH2:47])=[O:28])([CH3:3])([CH3:2])[CH3:4], predict the reactants needed to synthesize it. The reactants are: [C:1]([S:5][C:6]1[C:14]2[C:9](=[CH:10][CH:11]=[C:12]([O:15][CH2:16][C:17]3[CH:22]=[CH:21][C:20]([CH3:23])=[CH:19][N:18]=3)[CH:13]=2)[N:8]([CH3:24])[C:7]=1[CH:25]([CH2:29][C:30]1[CH:35]=[CH:34][C:33]([C:36]2[CH:41]=[CH:40][C:39]([C:42]([F:45])([F:44])[F:43])=[CH:38][N:37]=2)=[CH:32][CH:31]=1)[C:26]([OH:28])=O)([CH3:4])([CH3:3])[CH3:2].C[N:47](C=O)C.C(Cl)(=O)C(Cl)=O.